Dataset: Full USPTO retrosynthesis dataset with 1.9M reactions from patents (1976-2016). Task: Predict the reactants needed to synthesize the given product. (1) Given the product [OH:8][C:9]1[CH:14]=[CH:13][C:12]([CH2:15][C:16]([NH:18][C:19]2[CH:27]=[CH:26][CH:25]=[C:24]3[C:20]=2[CH:21]=[N:22][N:23]3[CH2:28][CH2:29][N:30]2[CH2:34][CH2:33][CH2:32][CH2:31]2)=[O:17])=[CH:11][CH:10]=1, predict the reactants needed to synthesize it. The reactants are: C([O:8][C:9]1[CH:14]=[CH:13][C:12]([CH2:15][C:16]([NH:18][C:19]2[CH:27]=[CH:26][CH:25]=[C:24]3[C:20]=2[CH:21]=[N:22][N:23]3[CH2:28][CH2:29][N:30]2[CH2:34][CH2:33][CH2:32][CH2:31]2)=[O:17])=[CH:11][CH:10]=1)C1C=CC=CC=1. (2) Given the product [F:14][C:11]1[CH:12]=[CH:13][C:8]([C:3]2[N:4]=[C:5]([CH3:7])[NH:6][C:2]=2[C:37]2[CH:38]=[CH:39][C:34]3[N:35]([CH:43]=[C:32]([NH:31][C:23](=[O:30])[C:24]4[CH:29]=[CH:28][N:27]=[CH:26][CH:25]=4)[N:33]=3)[N:36]=2)=[CH:9][CH:10]=1, predict the reactants needed to synthesize it. The reactants are: Br[C:2]1[NH:6][C:5]([CH3:7])=[N:4][C:3]=1[C:8]1[CH:13]=[CH:12][C:11]([F:14])=[CH:10][CH:9]=1.[O-]P([O-])([O-])=O.[K+].[K+].[K+].[C:23]([NH:31][C:32]1[N:33]=[C:34]2[CH:39]=[CH:38][C:37](B(O)O)=[N:36][N:35]2[CH:43]=1)(=[O:30])[C:24]1[CH:29]=[CH:28][N:27]=[CH:26][CH:25]=1. (3) The reactants are: [C:1]([O:5][C:6]([N:8]1[CH2:13][CH2:12][CH:11]([OH:14])[CH2:10][CH2:9]1)=[O:7])([CH3:4])([CH3:3])[CH3:2].[F:15][C:16]1[CH:21]=[C:20]([N+:22]([O-:24])=[O:23])[CH:19]=[C:18]([F:25])[C:17]=1O.C1(P(C2C=CC=CC=2)C2C=CC=CC=2)C=CC=CC=1.N(C(OCC)=O)=NC(OCC)=O. Given the product [C:1]([O:5][C:6]([N:8]1[CH2:13][CH2:12][CH:11]([O:14][C:17]2[C:18]([F:25])=[CH:19][C:20]([N+:22]([O-:24])=[O:23])=[CH:21][C:16]=2[F:15])[CH2:10][CH2:9]1)=[O:7])([CH3:4])([CH3:2])[CH3:3], predict the reactants needed to synthesize it. (4) Given the product [CH2:1]([C:3]1[CH:8]=[CH:7][C:6]([C@H:9]2[CH2:14][C@@H:13]([C:15]([F:17])([F:16])[F:18])[N:12]3[N:19]=[CH:20][C:21]([C:22]([NH:69][CH2:68][C:58]4[C:67]5[C:62](=[CH:63][CH:64]=[CH:65][CH:66]=5)[CH:61]=[CH:60][CH:59]=4)=[O:23])=[C:11]3[NH:10]2)=[CH:5][CH:4]=1)[CH3:2], predict the reactants needed to synthesize it. The reactants are: [CH2:1]([C:3]1[CH:8]=[CH:7][C:6]([C@H:9]2[CH2:14][C@@H:13]([C:15]([F:18])([F:17])[F:16])[N:12]3[N:19]=[CH:20][C:21]([C:22](O)=[O:23])=[C:11]3[NH:10]2)=[CH:5][CH:4]=1)[CH3:2].CN(C(ON1N=NC2C=CC=NC1=2)=[N+](C)C)C.F[P-](F)(F)(F)(F)F.C(N(CC)C(C)C)(C)C.[C:58]1([CH2:68][NH2:69])[C:67]2[C:62](=[CH:63][CH:64]=[CH:65][CH:66]=2)[CH:61]=[CH:60][CH:59]=1. (5) Given the product [CH3:7][O:8][CH2:9][O:1][C@@H:2]1[CH2:24][C@@H:6]2[C:7](=[O:23])[O:8][C:9]3[C@@H:10]4[CH2:17][CH2:16][C@H:15]([C@H:18]([CH3:21])[CH2:19][O:20][CH2:6][C:5]([CH3:14])=[CH2:4])[C@@:11]4([CH3:22])[CH2:12][CH2:13][C:14]=3[C@@:5]2([CH3:25])[CH2:4][CH2:3]1, predict the reactants needed to synthesize it. The reactants are: [OH:1][C@@H:2]1[CH2:24][C@@H:6]2[C:7](=[O:23])[O:8][C:9]3[C@@H:10]4[CH2:17][CH2:16][C@H:15]([C@H:18]([CH3:21])[CH2:19][OH:20])[C@@:11]4([CH3:22])[CH2:12][CH2:13][C:14]=3[C@@:5]2([CH3:25])[CH2:4][CH2:3]1.